Dataset: Catalyst prediction with 721,799 reactions and 888 catalyst types from USPTO. Task: Predict which catalyst facilitates the given reaction. (1) Reactant: [CH2:1]([O:3][C:4]([C:6]1[C:7]([OH:28])=[C:8]2[C:20]([C:21]3[CH:26]=[CH:25][C:24]([Cl:27])=[CH:23][CH:22]=3)=[N:19][S:18][C:9]2=[C:10]([C:12]#[C:13][Si](C)(C)C)[N:11]=1)=[O:5])[CH3:2].C([O-])([O-])=O.[Cs+].[Cs+]. Product: [CH2:1]([O:3][C:4]([C:6]1[C:7]([OH:28])=[C:8]2[C:20]([C:21]3[CH:22]=[CH:23][C:24]([Cl:27])=[CH:25][CH:26]=3)=[N:19][S:18][C:9]2=[C:10]([C:12]#[CH:13])[N:11]=1)=[O:5])[CH3:2]. The catalyst class is: 271. (2) Reactant: [Cl:1][C:2]1[CH:3]=[CH:4][C:5]2[N:11]3[CH:12]=[CH:13][CH:14]=[C:10]3[C@@H:9]([CH2:15][CH2:16][C:17]([NH:19][CH:20]3[CH2:25][CH2:24][CH:23]([C:26]([O:28]C)=[O:27])[CH2:22][CH2:21]3)=[O:18])[O:8][C@H:7]([C:30]3[CH:35]=[CH:34][CH:33]=[C:32]([O:36][CH3:37])[C:31]=3[O:38][CH3:39])[C:6]=2[CH:40]=1.C(=O)([O-])[O-].[K+].[K+].O. Product: [Cl:1][C:2]1[CH:3]=[CH:4][C:5]2[N:11]3[CH:12]=[CH:13][CH:14]=[C:10]3[C@@H:9]([CH2:15][CH2:16][C:17]([NH:19][CH:20]3[CH2:21][CH2:22][CH:23]([C:26]([OH:28])=[O:27])[CH2:24][CH2:25]3)=[O:18])[O:8][C@H:7]([C:30]3[CH:35]=[CH:34][CH:33]=[C:32]([O:36][CH3:37])[C:31]=3[O:38][CH3:39])[C:6]=2[CH:40]=1. The catalyst class is: 5. (3) Reactant: [CH:1](=[O:8])[C:2]1[CH:7]=[CH:6][CH:5]=[CH:4][CH:3]=1.[OH:9][CH2:10][C:11]([C:13]1[CH:18]=[CH:17][CH:16]=[CH:15][CH:14]=1)=[O:12].[OH-].[Na+].OO.Cl. Product: [OH:9][C:10]1[C:11](=[O:12])[C:13]2[C:14](=[CH:15][CH:16]=[CH:17][CH:18]=2)[O:8][C:1]=1[C:2]1[CH:7]=[CH:6][CH:5]=[CH:4][CH:3]=1. The catalyst class is: 24. (4) Reactant: [CH3:1][N:2]([CH2:4][C:5]1[CH:10]=[CH:9][C:8]([C:11]2[CH:16]=[CH:15][CH:14]=[C:13]([N:17]3[C:22]4[N:23]=[CH:24][C:25]([F:27])=[CH:26][C:21]=4[C:20](=[O:28])[N:19]([C@@H:29]4[CH2:34][CH2:33][C@H:32]([NH:35][C:36]([C:38]5[N:39]=[C:40]6[CH:45]=[CH:44][C:43]([F:46])=[CH:42][N:41]6[CH:47]=5)=[O:37])[CH2:31][CH2:30]4)[C:18]3=[O:48])[CH:12]=2)=[CH:7][CH:6]=1)[CH3:3].[I:49][CH3:50]. Product: [I-:49].[F:27][C:25]1[CH:24]=[N:23][C:22]2[N:17]([C:13]3[CH:12]=[C:11]([C:8]4[CH:9]=[CH:10][C:5]([CH2:4][N+:2]([CH3:50])([CH3:1])[CH3:3])=[CH:6][CH:7]=4)[CH:16]=[CH:15][CH:14]=3)[C:18](=[O:48])[N:19]([C@H:29]3[CH2:30][CH2:31][C@@H:32]([NH:35][C:36]([C:38]4[N:39]=[C:40]5[CH:45]=[CH:44][C:43]([F:46])=[CH:42][N:41]5[CH:47]=4)=[O:37])[CH2:33][CH2:34]3)[C:20](=[O:28])[C:21]=2[CH:26]=1. The catalyst class is: 10. (5) Reactant: [F:1][C:2]1[CH:7]=[CH:6][C:5]([NH:8][NH2:9])=[CH:4][CH:3]=1.Cl.[C:11]([OH:15])(=[O:14])[CH:12]=O. Product: [F:1][C:2]1[CH:7]=[CH:6][C:5]([NH:8]/[N:9]=[CH:12]/[C:11]([OH:15])=[O:14])=[CH:4][CH:3]=1. The catalyst class is: 6. (6) Reactant: [NH2:1][C:2]1(Cl)[CH:7]=[C:6]([N+:8]([O-:10])=[O:9])[CH:5]=[C:4]([Cl:11])[CH:3]1[OH:12]. Product: [NH2:1][C:2]1[CH:7]=[C:6]([N+:8]([O-:10])=[O:9])[CH:5]=[C:4]([Cl:11])[C:3]=1[OH:12]. The catalyst class is: 8. (7) Reactant: [F:1][C:2]1[C:3]([CH3:26])=[C:4]([C@:8]2([C:14]([O:16][CH2:17][C:18]3[CH:23]=[CH:22][C:21]([O:24][CH3:25])=[CH:20][CH:19]=3)=[O:15])[CH2:12][CH2:11][C:10](=[O:13])[CH2:9]2)[CH:5]=[CH:6][CH:7]=1.C[Si]([N-][Si](C)(C)C)(C)C.[K+].[F:37][C:38]([F:58])([F:57])[S:39](N(C1C=CC(Cl)=CN=1)[S:39]([C:38]([F:58])([F:57])[F:37])(=[O:41])=[O:40])(=[O:41])=[O:40]. Product: [F:1][C:2]1[C:3]([CH3:26])=[C:4]([C@:8]2([C:14]([O:16][CH2:17][C:18]3[CH:19]=[CH:20][C:21]([O:24][CH3:25])=[CH:22][CH:23]=3)=[O:15])[CH2:12][CH2:11][C:10]([O:13][S:39]([C:38]([F:58])([F:57])[F:37])(=[O:41])=[O:40])=[CH:9]2)[CH:5]=[CH:6][CH:7]=1. The catalyst class is: 1. (8) Reactant: [Cl:1][C:2]1[N:7]=[CH:6][C:5]([C:8](=O)[CH2:9][CH2:10][CH2:11][C:12]([O:14]C)=O)=[CH:4][CH:3]=1.[BH3-]C#[N:19].[Na+]. Product: [Cl:1][C:2]1[N:7]=[CH:6][C:5]([CH:8]2[NH:19][C:12](=[O:14])[CH2:11][CH2:10][CH2:9]2)=[CH:4][CH:3]=1. The catalyst class is: 5.